From a dataset of Catalyst prediction with 721,799 reactions and 888 catalyst types from USPTO. Predict which catalyst facilitates the given reaction. (1) The catalyst class is: 32. Product: [Cl:38][C:22]1[C:23]([NH:25][C:26]2[CH:31]=[CH:30][CH:29]=[CH:28][C:27]=2[S:32]([CH:35]([CH3:37])[CH3:36])(=[O:34])=[O:33])=[N:24][C:19]([NH:1][C:2]2[C:3]([O:16][CH3:17])=[CH:4][C:5]3[CH2:11][NH:10][CH2:9][C:8](=[O:12])[N:7]([CH2:13][CH3:14])[C:6]=3[CH:15]=2)=[N:20][CH:21]=1. Reactant: [NH2:1][C:2]1[C:3]([O:16][CH3:17])=[CH:4][C:5]2[CH2:11][NH:10][CH2:9][C:8](=[O:12])[N:7]([CH2:13][CH3:14])[C:6]=2[CH:15]=1.Cl[C:19]1[N:24]=[C:23]([NH:25][C:26]2[CH:31]=[CH:30][CH:29]=[CH:28][C:27]=2[S:32]([CH:35]([CH3:37])[CH3:36])(=[O:34])=[O:33])[C:22]([Cl:38])=[CH:21][N:20]=1.O.C1(C)C=CC(S(O)(=O)=O)=CC=1. (2) Reactant: [CH2:1]([O:8][C:9](=[O:49])[NH:10][C@@H:11]1[C:14](=[O:15])[N:13]([CH2:16][C:17]2[CH:22]=[CH:21][C:20]([O:23][CH3:24])=[CH:19][C:18]=2[O:25][CH3:26])[C@@H:12]1[CH2:27][N:28]1[N:32]=[C:31]([CH2:33]O)[C:30]([CH2:35][NH:36][S:37]([C:40]2[CH:45]=[CH:44][CH:43]=[CH:42][C:41]=2[N+:46]([O-:48])=[O:47])(=[O:39])=[O:38])=[N:29]1)[C:2]1[CH:7]=[CH:6][CH:5]=[CH:4][CH:3]=1.C1(P(C2C=CC=CC=2)C2C=CC=CC=2)C=CC=CC=1.CC(OC(/N=N/C(OC(C)C)=O)=O)C. Product: [CH2:1]([O:8][C:9](=[O:49])[NH:10][C@@H:11]1[C:14](=[O:15])[N:13]([CH2:16][C:17]2[CH:22]=[CH:21][C:20]([O:23][CH3:24])=[CH:19][C:18]=2[O:25][CH3:26])[C@@H:12]1[CH2:27][N:28]1[N:29]=[C:30]2[CH2:35][N:36]([S:37]([C:40]3[CH:45]=[CH:44][CH:43]=[CH:42][C:41]=3[N+:46]([O-:48])=[O:47])(=[O:39])=[O:38])[CH2:33][C:31]2=[N:32]1)[C:2]1[CH:7]=[CH:6][CH:5]=[CH:4][CH:3]=1. The catalyst class is: 1. (3) Reactant: [Cl:1][C:2]1[O:6][C:5]([C:7]([NH:9][C@H:10]([CH2:20][N:21]2C(=O)C3C(=CC=CC=3)C2=O)[CH2:11][C:12]2[CH:17]=[CH:16][C:15]([F:18])=[C:14]([F:19])[CH:13]=2)=[O:8])=[CH:4][C:3]=1[C:32]1[N:36]([CH3:37])[N:35]=[CH:34][C:33]=1[Cl:38].NN. Product: [NH2:21][CH2:20][C@@H:10]([NH:9][C:7]([C:5]1[O:6][C:2]([Cl:1])=[C:3]([C:32]2[N:36]([CH3:37])[N:35]=[CH:34][C:33]=2[Cl:38])[CH:4]=1)=[O:8])[CH2:11][C:12]1[CH:17]=[CH:16][C:15]([F:18])=[C:14]([F:19])[CH:13]=1. The catalyst class is: 5. (4) Reactant: [CH:1]1([N:4]2[CH2:9][CH2:8][C:7]([S:17]([C:20]3[CH:25]=[CH:24][C:23]([C:26]4[CH:31]=[CH:30][C:29]([O:32][C:33]([F:38])([F:37])[CH:34]([F:36])[F:35])=[CH:28][CH:27]=4)=[CH:22][CH:21]=3)(=[O:19])=[O:18])([C:10]([O:12][C:13]([CH3:16])([CH3:15])[CH3:14])=[O:11])[CH2:6][CH2:5]2)[CH2:3][CH2:2]1.COCCN(S(F)(F)F)[CH2:44][CH2:45]OC.[CH2:52](O)[CH3:53].C([O-])(O)=O.[Na+]. Product: [CH2:1]([N:4]1[CH2:5][CH2:6][C:7]([S:17]([C:20]2[CH:25]=[CH:24][C:23]([C:26]3[CH:31]=[CH:30][C:29]([O:32][C:33]([F:37])([F:38])[CH:34]([F:35])[F:36])=[CH:28][CH:27]=3)=[CH:22][CH:21]=2)(=[O:19])=[O:18])([C:10]([O:12][C:13]([CH3:15])([CH3:14])[CH3:16])=[O:11])[CH2:8][CH2:9]1)[C:2]1[CH:3]=[CH:45][CH:44]=[CH:53][CH:52]=1. The catalyst class is: 2. (5) Reactant: Br[C:2]1[CH:7]=[C:6]([C:8]([CH3:11])([CH3:10])[CH3:9])[C:5]([OH:12])=[C:4]([C:13]([CH3:16])([CH3:15])[CH3:14])[CH:3]=1.[CH3:17][O:18][C:19]1[CH:24]=[CH:23][C:22]([CH:25]=[O:26])=[CH:21][C:20]=1B(O)O.C([O-])([O-])=O.[K+].[K+].C(COC)OC. Product: [C:13]([C:4]1[CH:3]=[C:2]([C:20]2[CH:21]=[C:22]([CH:23]=[CH:24][C:19]=2[O:18][CH3:17])[CH:25]=[O:26])[CH:7]=[C:6]([C:8]([CH3:11])([CH3:10])[CH3:9])[C:5]=1[OH:12])([CH3:16])([CH3:15])[CH3:14]. The catalyst class is: 103.